From a dataset of Reaction yield outcomes from USPTO patents with 853,638 reactions. Predict the reaction yield, written as a fraction of the theoretical maximum amount of product (1.0 means a 100% yield; for example, 0.34 means a 34% yield). (1) The reactants are [CH:1](NC(C)C)([CH3:3])[CH3:2].C([Li])CCC.[CH2:13]([O:15][C:16]([CH:18]1[CH2:23][CH2:22][N:21]([C:24]([O:26][C:27]([CH3:30])([CH3:29])[CH3:28])=[O:25])[CH2:20][CH2:19]1)=[O:17])[CH3:14].C(I)C=C. The catalyst is C1COCC1.CCCCCC.CN(P(N(C)C)(N(C)C)=O)C. The product is [CH2:13]([O:15][C:16]([C:18]1([CH2:3][CH:1]=[CH2:2])[CH2:23][CH2:22][N:21]([C:24]([O:26][C:27]([CH3:29])([CH3:28])[CH3:30])=[O:25])[CH2:20][CH2:19]1)=[O:17])[CH3:14]. The yield is 1.00. (2) The reactants are C(OC([N:8]1[C:17]2[C:12](=[CH:13][CH:14]=[C:15]([CH2:18][CH2:19][O:20][C:21]3[CH:22]=[CH:23][C:24]4[C:28]([CH2:29][CH2:30][C:31]([OH:33])=[O:32])=[CH:27][S:26][C:25]=4[CH:34]=3)[N:16]=2)[CH2:11][CH2:10][CH2:9]1)=O)(C)(C)C. The catalyst is C1COCC1. The product is [N:16]1[C:17]2[NH:8][CH2:9][CH2:10][CH2:11][C:12]=2[CH:13]=[CH:14][C:15]=1[CH2:18][CH2:19][O:20][C:21]1[CH:22]=[CH:23][C:24]2[C:28]([CH2:29][CH2:30][C:31]([OH:33])=[O:32])=[CH:27][S:26][C:25]=2[CH:34]=1. The yield is 0.240. (3) The reactants are FC(F)(F)C(O)=O.C([O:15][C:16]1[CH:35]=[CH:34][C:19]([CH2:20][NH:21][C:22]([C:24]2[CH:25]=[C:26]3[C:31](=[CH:32][CH:33]=2)[N:30]=[CH:29][CH:28]=[CH:27]3)=[O:23])=[CH:18][CH:17]=1)C1C=CC=CC=1.C(=O)(O)[O-].[Na+]. The catalyst is C1(SC)C=CC=CC=1. The product is [OH:15][C:16]1[CH:17]=[CH:18][C:19]([CH2:20][NH:21][C:22]([C:24]2[CH:25]=[C:26]3[C:31](=[CH:32][CH:33]=2)[N:30]=[CH:29][CH:28]=[CH:27]3)=[O:23])=[CH:34][CH:35]=1. The yield is 0.220. (4) The reactants are I[C:2]1[CH:3]=[CH:4][C:5]2[N:6]([CH:8]=[C:9]([NH:11][C:12](=[O:17])[CH2:13][N:14]([CH3:16])[CH3:15])[N:10]=2)[N:7]=1.[NH2:18][C:19]1[CH:20]=[C:21]([OH:25])[CH:22]=[CH:23][CH:24]=1.C(=O)([O-])[O-].[K+].[K+].CN(C)C=O. The catalyst is O. The product is [NH2:18][C:19]1[CH:20]=[C:21]([CH:22]=[CH:23][CH:24]=1)[O:25][C:2]1[CH:3]=[CH:4][C:5]2[N:6]([CH:8]=[C:9]([NH:11][C:12](=[O:17])[CH2:13][N:14]([CH3:16])[CH3:15])[N:10]=2)[N:7]=1. The yield is 0.840. (5) The reactants are [CH3:1][N:2]([CH3:15])[C:3]1[CH:10]=[C:9]([O:11]C)[C:6]([CH:7]=[O:8])=[C:5]([O:13]C)[CH:4]=1.[Al+3].[Cl-].[Cl-].[Cl-].C(=O)(O)[O-].[Na+]. The catalyst is ClCCl. The product is [CH3:1][N:2]([CH3:15])[C:3]1[CH:10]=[C:9]([OH:11])[C:6]([CH:7]=[O:8])=[C:5]([OH:13])[CH:4]=1. The yield is 0.700. (6) The reactants are [C:1]([OH:13])(=O)[C:2]1[CH:11]=[CH:10][C:9]2[C:4](=[CH:5][CH:6]=[CH:7][CH:8]=2)[N:3]=1.CN1CCOCC1.C(OC(Cl)=O)C(C)C.[CH3:29][C:30]([NH2:34])([CH3:33])[CH2:31][OH:32]. The catalyst is C(Cl)Cl. The product is [OH:32][CH2:31][C:30]([NH:34][C:1]([C:2]1[CH:11]=[CH:10][C:9]2[C:4](=[CH:5][CH:6]=[CH:7][CH:8]=2)[N:3]=1)=[O:13])([CH3:33])[CH3:29]. The yield is 0.910. (7) The reactants are N1C=CN=C1.[Cl:6][C:7]1[N:12]=[C:11]([O:13][CH2:14][CH2:15][OH:16])[CH:10]=[CH:9][N:8]=1.[Si:17](Cl)([C:20]([CH3:23])([CH3:22])[CH3:21])([CH3:19])[CH3:18]. The catalyst is ClCCl. The product is [Si:17]([O:16][CH2:15][CH2:14][O:13][C:11]1[CH:10]=[CH:9][N:8]=[C:7]([Cl:6])[N:12]=1)([C:20]([CH3:23])([CH3:22])[CH3:21])([CH3:19])[CH3:18]. The yield is 0.990. (8) The product is [N+:12]([C:15]1[CH:23]=[CH:22][C:18]([CH2:19][CH2:20][NH:1][C:2]2[CH:10]=[C:6]([C:7]([OH:9])=[O:8])[C:5]([OH:11])=[CH:4][CH:3]=2)=[CH:17][CH:16]=1)([O-:14])=[O:13]. The yield is 0.500. No catalyst specified. The reactants are [NH2:1][C:2]1[CH:10]=[C:6]([C:7]([OH:9])=[O:8])[C:5]([OH:11])=[CH:4][CH:3]=1.[N+:12]([C:15]1[CH:23]=[CH:22][C:18]([CH2:19][CH2:20]Br)=[CH:17][CH:16]=1)([O-:14])=[O:13]. (9) The reactants are C(O)(C(F)(F)F)=O.[NH:8]1[C:12]2[CH:13]=[CH:14][CH:15]=[CH:16][C:11]=2[N:10]=[C:9]1[C:17]1[C:25]2[C:20](=[CH:21][CH:22]=[C:23]([C:26]3[CH:31]=[CH:30][C:29]([C:32]([CH3:36])([CH3:35])[C:33]#[N:34])=[CH:28][CH:27]=3)[CH:24]=2)[N:19](C2CCCCO2)[N:18]=1. The catalyst is C(Cl)Cl. The product is [NH:10]1[C:11]2[CH:16]=[CH:15][CH:14]=[CH:13][C:12]=2[N:8]=[C:9]1[C:17]1[C:25]2[C:20](=[CH:21][CH:22]=[C:23]([C:26]3[CH:31]=[CH:30][C:29]([C:32]([CH3:36])([CH3:35])[C:33]#[N:34])=[CH:28][CH:27]=3)[CH:24]=2)[NH:19][N:18]=1. The yield is 0.550.